Dataset: Forward reaction prediction with 1.9M reactions from USPTO patents (1976-2016). Task: Predict the product of the given reaction. (1) Given the reactants [NH2:1][C:2]1[CH:27]=[CH:26][C:5]([CH2:6][N:7]([C@@H:18]2[CH2:24][CH2:23][CH2:22][CH2:21][NH:20][C:19]2=[O:25])[S:8]([C:11]2[CH:16]=[CH:15][C:14]([Cl:17])=[CH:13][CH:12]=2)(=[O:10])=[O:9])=[CH:4][CH:3]=1.CCN(C(C)C)C(C)C.[CH:37]1([C:40](Cl)=[O:41])[CH2:39][CH2:38]1, predict the reaction product. The product is: [Cl:17][C:14]1[CH:13]=[CH:12][C:11]([S:8]([N:7]([CH2:6][C:5]2[CH:26]=[CH:27][C:2]([NH:1][C:40]([CH:37]3[CH2:39][CH2:38]3)=[O:41])=[CH:3][CH:4]=2)[C@@H:18]2[CH2:24][CH2:23][CH2:22][CH2:21][NH:20][C:19]2=[O:25])(=[O:10])=[O:9])=[CH:16][CH:15]=1. (2) The product is: [CH2:1]([O:3][C:4](=[O:20])[C:5]1[CH:10]=[CH:9][C:8]([C:26]#[C:25][Si:22]([CH3:24])([CH3:23])[CH3:21])=[CH:7][C:6]=1[F:19])[CH3:2]. Given the reactants [CH2:1]([O:3][C:4](=[O:20])[C:5]1[CH:10]=[CH:9][C:8](OS(C(F)(F)F)(=O)=O)=[CH:7][C:6]=1[F:19])[CH3:2].[CH3:21][Si:22]([C:25]#[CH:26])([CH3:24])[CH3:23], predict the reaction product. (3) The product is: [NH2:1][C:4]1[CH:13]=[C:12]2[C:7]([CH2:8][CH2:9][CH2:10][C:11]2([C:16]([F:18])([F:17])[F:15])[OH:14])=[CH:6][CH:5]=1. Given the reactants [N+:1]([C:4]1[CH:13]=[C:12]2[C:7]([CH2:8][CH2:9][CH2:10][C:11]2=[O:14])=[CH:6][CH:5]=1)([O-])=O.[F:15][C:16]([Si](C)(C)C)([F:18])[F:17].[F-].[Cs+], predict the reaction product.